Dataset: Forward reaction prediction with 1.9M reactions from USPTO patents (1976-2016). Task: Predict the product of the given reaction. (1) Given the reactants C[O:2][C:3](=O)[CH2:4][C:5]1[CH:6]=[CH:7][C:8]2[O:12][C:11]([NH:13][CH:14]3[CH2:19][CH2:18][N:17]([CH2:20][C:21]4[CH:26]=[C:25]([O:27][CH:28]([CH3:30])[CH3:29])[CH:24]=[C:23]([O:31][CH:32]([CH3:34])[CH3:33])[CH:22]=4)[CH2:16][CH2:15]3)=[N:10][C:9]=2[CH:35]=1.[H-].[Al+3].[Li+].[H-].[H-].[H-].O.Cl, predict the reaction product. The product is: [CH:32]([O:31][C:23]1[CH:22]=[C:21]([CH:26]=[C:25]([O:27][CH:28]([CH3:30])[CH3:29])[CH:24]=1)[CH2:20][N:17]1[CH2:18][CH2:19][CH:14]([NH:13][C:11]2[O:12][C:8]3[CH:7]=[CH:6][C:5]([CH2:4][CH2:3][OH:2])=[CH:35][C:9]=3[N:10]=2)[CH2:15][CH2:16]1)([CH3:34])[CH3:33]. (2) Given the reactants [F:1][C:2]([F:35])([F:34])[C:3]1[CH:4]=[C:5]([C@H:13]([O:15][C@H:16]2[CH2:25][CH2:24][C:23]3[N+:22]([O-])=[CH:21][CH:20]=[CH:19][C:18]=3[C@@H:17]2[C:27]2[CH:32]=[CH:31][C:30]([F:33])=[CH:29][CH:28]=2)[CH3:14])[CH:6]=[C:7]([C:9]([F:12])([F:11])[F:10])[CH:8]=1.[CH3:36][N:37](C)C(Cl)=O.C[Si](C#N)(C)C, predict the reaction product. The product is: [F:1][C:2]([F:35])([F:34])[C:3]1[CH:4]=[C:5]([C@H:13]([O:15][C@H:16]2[CH2:25][CH2:24][C:23]3[N:22]=[C:21]([C:36]#[N:37])[CH:20]=[CH:19][C:18]=3[C@@H:17]2[C:27]2[CH:32]=[CH:31][C:30]([F:33])=[CH:29][CH:28]=2)[CH3:14])[CH:6]=[C:7]([C:9]([F:12])([F:11])[F:10])[CH:8]=1. (3) Given the reactants [BH4-].[Na+].[F:3][C:4]1[C:9]([C:10]2[C:15]([CH3:16])=[CH:14][CH:13]=[CH:12][C:11]=2[CH3:17])=[CH:8][C:7]([CH:18]=[O:19])=[CH:6][CH:5]=1, predict the reaction product. The product is: [F:3][C:4]1[C:9]([C:10]2[C:15]([CH3:16])=[CH:14][CH:13]=[CH:12][C:11]=2[CH3:17])=[CH:8][C:7]([CH2:18][OH:19])=[CH:6][CH:5]=1.